From a dataset of NCI-60 drug combinations with 297,098 pairs across 59 cell lines. Regression. Given two drug SMILES strings and cell line genomic features, predict the synergy score measuring deviation from expected non-interaction effect. (1) Drug 1: CS(=O)(=O)CCNCC1=CC=C(O1)C2=CC3=C(C=C2)N=CN=C3NC4=CC(=C(C=C4)OCC5=CC(=CC=C5)F)Cl. Drug 2: CCCCC(=O)OCC(=O)C1(CC(C2=C(C1)C(=C3C(=C2O)C(=O)C4=C(C3=O)C=CC=C4OC)O)OC5CC(C(C(O5)C)O)NC(=O)C(F)(F)F)O. Cell line: A549. Synergy scores: CSS=53.1, Synergy_ZIP=-2.68, Synergy_Bliss=-1.62, Synergy_Loewe=-7.40, Synergy_HSA=0.116. (2) Drug 1: CCC1=CC2CC(C3=C(CN(C2)C1)C4=CC=CC=C4N3)(C5=C(C=C6C(=C5)C78CCN9C7C(C=CC9)(C(C(C8N6C)(C(=O)OC)O)OC(=O)C)CC)OC)C(=O)OC.C(C(C(=O)O)O)(C(=O)O)O. Drug 2: CC1=C(C=C(C=C1)NC(=O)C2=CC=C(C=C2)CN3CCN(CC3)C)NC4=NC=CC(=N4)C5=CN=CC=C5. Cell line: NCI-H322M. Synergy scores: CSS=14.7, Synergy_ZIP=-0.483, Synergy_Bliss=1.25, Synergy_Loewe=-11.7, Synergy_HSA=1.86. (3) Drug 1: C1=CC(=CC=C1CCC2=CNC3=C2C(=O)NC(=N3)N)C(=O)NC(CCC(=O)O)C(=O)O. Drug 2: CC12CCC3C(C1CCC2OP(=O)(O)O)CCC4=C3C=CC(=C4)OC(=O)N(CCCl)CCCl.[Na+]. Cell line: SK-MEL-5. Synergy scores: CSS=6.96, Synergy_ZIP=-4.81, Synergy_Bliss=-4.70, Synergy_Loewe=-10.7, Synergy_HSA=-4.45. (4) Drug 1: CC(C)(C#N)C1=CC(=CC(=C1)CN2C=NC=N2)C(C)(C)C#N. Drug 2: N.N.Cl[Pt+2]Cl. Cell line: T-47D. Synergy scores: CSS=11.0, Synergy_ZIP=-2.66, Synergy_Bliss=0.540, Synergy_Loewe=-3.59, Synergy_HSA=-4.54. (5) Drug 1: CC1C(C(CC(O1)OC2CC(CC3=C2C(=C4C(=C3O)C(=O)C5=C(C4=O)C(=CC=C5)OC)O)(C(=O)C)O)N)O.Cl. Drug 2: CC1C(C(CC(O1)OC2CC(CC3=C2C(=C4C(=C3O)C(=O)C5=CC=CC=C5C4=O)O)(C(=O)C)O)N)O. Cell line: DU-145. Synergy scores: CSS=38.3, Synergy_ZIP=5.12, Synergy_Bliss=8.08, Synergy_Loewe=-3.14, Synergy_HSA=5.96. (6) Drug 1: COC1=C(C=C2C(=C1)N=CN=C2NC3=CC(=C(C=C3)F)Cl)OCCCN4CCOCC4. Drug 2: C1CCC(CC1)NC(=O)N(CCCl)N=O. Cell line: CCRF-CEM. Synergy scores: CSS=43.9, Synergy_ZIP=-0.788, Synergy_Bliss=1.30, Synergy_Loewe=-4.94, Synergy_HSA=2.54.